From a dataset of Forward reaction prediction with 1.9M reactions from USPTO patents (1976-2016). Predict the product of the given reaction. (1) Given the reactants [Na].S(=O)(=O)(O)[O-].[Na+].CN(C1C=CC=CN=1)C.[CH:17]1([N:23]=[C:24]=[N:25][CH:26]2[CH2:31][CH2:30][CH2:29][CH2:28][CH2:27]2)[CH2:22][CH2:21][CH2:20][CH2:19][CH2:18]1.[OH:32]S(O)(=O)=O, predict the reaction product. The product is: [C:24]([NH:23][CH:17]1[CH2:18][CH2:19][CH2:20][CH2:21][CH2:22]1)([NH:25][CH:26]1[CH2:31][CH2:30][CH2:29][CH2:28][CH2:27]1)=[O:32]. (2) Given the reactants [CH3:1][CH:2]([N:4]1[C:8]([CH:9]2[CH2:13][CH2:12][CH2:11][CH:10]2[CH2:14][OH:15])=[CH:7][CH:6]=[N:5]1)[CH3:3].[OH:16][C:17]1[CH:24]=[CH:23][CH:22]=[C:21](O)[C:18]=1[CH:19]=[O:20].C1C=CC(P(C2C=CC=CC=2)C2C=CC=CC=2)=CC=1.CC(OC(/N=N/C(OC(C)C)=O)=O)C, predict the reaction product. The product is: [OH:16][C:17]1[CH:24]=[CH:23][CH:22]=[C:21]([O:15][CH2:14][CH:10]2[CH2:11][CH2:12][CH2:13][CH:9]2[C:8]2[N:4]([CH:2]([CH3:1])[CH3:3])[N:5]=[CH:6][CH:7]=2)[C:18]=1[CH:19]=[O:20]. (3) Given the reactants [OH:1][C:2]([CH3:8])([CH3:7])[C:3]([O:5]C)=[O:4].[H-].[Na+].[I:11][C:12]1[CH:19]=[CH:18][C:15]([CH2:16]Br)=[CH:14][CH:13]=1.[OH-].[K+], predict the reaction product. The product is: [I:11][C:12]1[CH:19]=[CH:18][C:15]([CH2:16][O:1][C:2]([CH3:8])([CH3:7])[C:3]([OH:5])=[O:4])=[CH:14][CH:13]=1. (4) The product is: [NH2:25][C:16]1[C:15]2[N:14]=[C:13]([CH2:26][CH2:27][CH3:28])[N:12]([CH2:11][CH2:10][CH2:9][CH2:8][NH:7][O:6][CH3:5])[C:24]=2[C:23]2[CH:22]=[CH:21][CH:20]=[CH:19][C:18]=2[N:17]=1. Given the reactants C([BH3-])#N.[Na+].[CH3:5][O:6][N:7]=[CH:8][CH2:9][CH2:10][CH2:11][N:12]1[C:24]2[C:23]3[CH:22]=[CH:21][CH:20]=[CH:19][C:18]=3[N:17]=[C:16]([NH2:25])[C:15]=2[N:14]=[C:13]1[CH2:26][CH2:27][CH3:28].C(O)(=O)C.[OH-].[Na+], predict the reaction product. (5) Given the reactants [C:1]1(=[O:8])[NH:7][CH2:6][CH2:5][CH2:4][CH2:3][CH2:2]1.[OH2:9].Cl[C:11]([O:13][CH2:14][C:15]1[CH:20]=[CH:19][CH:18]=[CH:17][C:16]=1[Cl:21])=[O:12], predict the reaction product. The product is: [Cl:21][C:16]1[CH:17]=[CH:18][CH:19]=[CH:20][C:15]=1[CH2:14][O:13][C:11]([NH:7][CH2:6][CH2:5][CH2:4][CH2:3][CH2:2][C:1]([OH:8])=[O:9])=[O:12]. (6) Given the reactants [OH:1][C:2]1[C:7]([N+:8]([O-:10])=[O:9])=[CH:6][CH:5]=[CH:4][C:3]=1[C:11](=[O:13])[CH3:12].[F:14][C:15]([F:25])([F:24])[C:16]1[CH:23]=[CH:22][CH:21]=[CH:20][C:17]=1[CH:18]=O.[OH-].[K+].Cl, predict the reaction product. The product is: [OH:1][C:2]1[C:7]([N+:8]([O-:10])=[O:9])=[CH:6][CH:5]=[CH:4][C:3]=1[C:11](=[O:13])/[CH:12]=[CH:18]/[C:17]1[CH:20]=[CH:21][CH:22]=[CH:23][C:16]=1[C:15]([F:14])([F:24])[F:25]. (7) Given the reactants [Br:1][C:2]1[CH:3]=[C:4]([CH2:10][C:11](=O)[CH2:12][CH3:13])[CH:5]=[CH:6][C:7]=1[O:8][CH3:9].C([O-])(=O)C.[NH4+].[BH3-]C#[N:22].[Na+], predict the reaction product. The product is: [Br:1][C:2]1[CH:3]=[C:4]([CH2:10][CH:11]([NH2:22])[CH2:12][CH3:13])[CH:5]=[CH:6][C:7]=1[O:8][CH3:9].